Dataset: Forward reaction prediction with 1.9M reactions from USPTO patents (1976-2016). Task: Predict the product of the given reaction. (1) Given the reactants [F:1][C:2]1[CH:10]=[C:9]([OH:11])[CH:8]=[CH:7][C:3]=1[C:4]([OH:6])=O.CN(C(ON1N=NC2C=CC=NC1=2)=[N+](C)C)C.F[P-](F)(F)(F)(F)F.CCN(C(C)C)C(C)C.[Cl:45][C:46]1[CH:51]=[C:50]([Cl:52])[CH:49]=[CH:48][C:47]=1[CH2:53][CH2:54][NH2:55], predict the reaction product. The product is: [Cl:45][C:46]1[CH:51]=[C:50]([Cl:52])[CH:49]=[CH:48][C:47]=1[CH2:53][CH2:54][NH:55][C:4](=[O:6])[C:3]1[CH:7]=[CH:8][C:9]([OH:11])=[CH:10][C:2]=1[F:1]. (2) Given the reactants [F:1][C:2]1[CH:3]=[C:4]([N+:12]([O-:14])=[O:13])[C:5]([CH3:11])=[C:6]([CH:10]=1)[C:7]([OH:9])=[O:8].O=S(Cl)Cl.[CH3:19]O, predict the reaction product. The product is: [F:1][C:2]1[CH:3]=[C:4]([N+:12]([O-:14])=[O:13])[C:5]([CH3:11])=[C:6]([CH:10]=1)[C:7]([O:9][CH3:19])=[O:8]. (3) Given the reactants [NH:1]1[CH2:6][CH2:5][O:4][CH:3]([CH:7]([C:9]2[CH:10]=[N:11][CH:12]=[CH:13][CH:14]=2)[OH:8])[CH2:2]1.BrC1C=NC=CC=1.[F:22][C:23]([F:33])([F:32])[O:24][C:25]1[CH:30]=[CH:29][CH:28]=[CH:27][C:26]=1O, predict the reaction product. The product is: [N:11]1[CH:12]=[CH:13][CH:14]=[C:9]([C@H:7]([O:8][C:26]2[CH:27]=[CH:28][CH:29]=[CH:30][C:25]=2[O:24][C:23]([F:22])([F:33])[F:32])[C@@H:3]2[O:4][CH2:5][CH2:6][NH:1][CH2:2]2)[CH:10]=1. (4) Given the reactants [N+:1]([C:4]1[CH:9]=[C:8]([N+:10]([O-:12])=[O:11])[CH:7]=[CH:6][C:5]=1[NH:13][CH2:14][CH2:15][O:16][CH2:17][CH2:18][OH:19])([O-:3])=[O:2].[H-].[Na+].[CH2:22](Br)[C:23]#[CH:24].C1(C)C=CC=CC=1, predict the reaction product. The product is: [N+:1]([C:4]1[CH:9]=[C:8]([N+:10]([O-:12])=[O:11])[CH:7]=[CH:6][C:5]=1[NH:13][CH2:14][CH2:15][O:16][CH2:17][CH2:18][O:19][CH2:24][C:23]#[CH:22])([O-:3])=[O:2]. (5) Given the reactants [CH2:1]([N:3]([CH2:25][C:26]1[CH:31]=[CH:30][C:29]([C:32]([F:35])([F:34])[F:33])=[CH:28][CH:27]=1)[C:4](=[O:24])[CH2:5][C:6]1[CH:11]=[CH:10][C:9]([S:12][CH2:13][C:14]2[CH:23]=[CH:22][CH:21]=[CH:20][C:15]=2[C:16]([O:18]C)=[O:17])=[CH:8][CH:7]=1)[CH3:2].[OH-].[Li+], predict the reaction product. The product is: [CH2:1]([N:3]([CH2:25][C:26]1[CH:27]=[CH:28][C:29]([C:32]([F:34])([F:33])[F:35])=[CH:30][CH:31]=1)[C:4](=[O:24])[CH2:5][C:6]1[CH:11]=[CH:10][C:9]([S:12][CH2:13][C:14]2[CH:23]=[CH:22][CH:21]=[CH:20][C:15]=2[C:16]([OH:18])=[O:17])=[CH:8][CH:7]=1)[CH3:2]. (6) Given the reactants CCCCCC.C([Li])CCC.[O:12]1[CH2:16][CH2:15][CH:14]([CH2:17][NH:18][C:19]([C:21]2[CH:25]=[C:24]([CH2:26][O:27][CH2:28][C:29]3[CH:38]=[CH:37][C:36]4[C:31](=[CH:32][CH:33]=[CH:34][CH:35]=4)[CH:30]=3)[O:23][N:22]=2)=[O:20])[CH2:13]1.C1C=CC(S(N(S(C2C=CC=CC=2)(=O)=O)[F:49])(=O)=O)=CC=1.Cl, predict the reaction product. The product is: [O:12]1[CH2:16][CH2:15][CH:14]([CH2:17][NH:18][C:19]([C:21]2[C:25]([F:49])=[C:24]([CH2:26][O:27][CH2:28][C:29]3[CH:38]=[CH:37][C:36]4[C:31](=[CH:32][CH:33]=[CH:34][CH:35]=4)[CH:30]=3)[O:23][N:22]=2)=[O:20])[CH2:13]1. (7) Given the reactants [N+:1]([C:4]1[CH:16]=[CH:15][CH:14]=[CH:13][C:5]=1[CH2:6][S:7]([N:10]([CH3:12])[CH3:11])(=[O:9])=[O:8])([O-])=O, predict the reaction product. The product is: [NH2:1][C:4]1[CH:16]=[CH:15][CH:14]=[CH:13][C:5]=1[CH2:6][S:7]([N:10]([CH3:12])[CH3:11])(=[O:9])=[O:8]. (8) The product is: [C:32]([O:37][CH:2]([O:4][C:5]([NH:7][CH2:8][CH:9]([CH2:21][CH:22]([CH3:24])[CH3:23])[CH2:10][C:11]([O:13][CH2:14][C:15]1[CH:20]=[CH:19][CH:18]=[CH:17][CH:16]=1)=[O:12])=[O:6])[CH3:3])(=[O:36])[CH:33]([CH3:35])[CH3:34]. Given the reactants Cl[CH:2]([O:4][C:5]([NH:7][CH2:8][CH:9]([CH2:21][CH:22]([CH3:24])[CH3:23])[CH2:10][C:11]([O:13][CH2:14][C:15]1[CH:20]=[CH:19][CH:18]=[CH:17][CH:16]=1)=[O:12])=[O:6])[CH3:3].CN1CCOCC1.[C:32]([OH:37])(=[O:36])[CH:33]([CH3:35])[CH3:34], predict the reaction product. (9) Given the reactants C(O[C:4]([C:6]1([CH2:22][CH2:23]OC)[CH2:11][CH2:10][N:9]([S:12]([C:15]2[CH:20]=[CH:19][CH:18]=[CH:17][C:16]=2[Cl:21])(=[O:14])=[O:13])[CH2:8][CH2:7]1)=[O:5])C.[Cl-].C[Al+]C.[F:30][C:31]([F:42])([F:41])[C:32]1[CH:33]=[C:34]([CH2:38][CH2:39][NH2:40])[CH:35]=[CH:36][CH:37]=1, predict the reaction product. The product is: [Cl:21][C:16]1[CH:17]=[CH:18][CH:19]=[CH:20][C:15]=1[S:12]([N:9]1[CH2:8][CH2:7][C:6]2([C:4](=[O:5])[N:40]([CH2:39][CH2:38][C:34]3[CH:35]=[CH:36][CH:37]=[C:32]([C:31]([F:30])([F:41])[F:42])[CH:33]=3)[CH2:23][CH2:22]2)[CH2:11][CH2:10]1)(=[O:13])=[O:14]. (10) Given the reactants [CH3:1][C:2]1[N:3]([CH2:32][C:33]([O:35]CC)=[O:34])[C:4]2[CH2:5][C:6]([CH3:31])([CH3:30])[CH2:7][C:8](=[O:29])[C:9]=2[C:10]=1[CH2:11][C:12]1[CH:17]=[CH:16][CH:15]=[CH:14][C:13]=1[NH:18][S:19]([C:22]1[CH:27]=[CH:26][C:25]([CH3:28])=[CH:24][CH:23]=1)(=[O:21])=[O:20], predict the reaction product. The product is: [CH3:1][C:2]1[N:3]([CH2:32][C:33]([OH:35])=[O:34])[C:4]2[CH2:5][C:6]([CH3:31])([CH3:30])[CH2:7][C:8](=[O:29])[C:9]=2[C:10]=1[CH2:11][C:12]1[CH:17]=[CH:16][CH:15]=[CH:14][C:13]=1[NH:18][S:19]([C:22]1[CH:23]=[CH:24][C:25]([CH3:28])=[CH:26][CH:27]=1)(=[O:20])=[O:21].